Dataset: Full USPTO retrosynthesis dataset with 1.9M reactions from patents (1976-2016). Task: Predict the reactants needed to synthesize the given product. Given the product [N:44]1([CH2:43][CH2:42][C:39]2[CH:40]=[CH:41][C:36]([C:2]3[CH:7]=[CH:6][CH:5]=[C:4]([S:8]([N:11]4[CH:15]=[CH:14][C:13](/[CH:16]=[CH:17]/[C:18]([NH:20][O:21][CH:22]5[CH2:27][CH2:26][CH2:25][CH2:24][O:23]5)=[O:19])=[CH:12]4)(=[O:10])=[O:9])[CH:3]=3)=[CH:37][CH:38]=2)[CH2:45][CH2:46][O:47][CH2:48][CH2:49]1, predict the reactants needed to synthesize it. The reactants are: Br[C:2]1[CH:3]=[C:4]([S:8]([N:11]2[CH:15]=[CH:14][C:13](/[CH:16]=[CH:17]/[C:18]([NH:20][O:21][CH:22]3[CH2:27][CH2:26][CH2:25][CH2:24][O:23]3)=[O:19])=[CH:12]2)(=[O:10])=[O:9])[CH:5]=[CH:6][CH:7]=1.CC1(C)C(C)(C)OB([C:36]2[CH:41]=[CH:40][C:39]([CH2:42][CH2:43][N:44]3[CH2:49][CH2:48][O:47][CH2:46][CH2:45]3)=[CH:38][CH:37]=2)O1.C([O-])([O-])=O.[Na+].[Na+].